Dataset: Forward reaction prediction with 1.9M reactions from USPTO patents (1976-2016). Task: Predict the product of the given reaction. (1) Given the reactants [N:1]1([C:7]2[CH:12]=[CH:11][C:10]([C:13]([F:16])([F:15])[F:14])=[CH:9][C:8]=2[NH:17][C:18]([C:20]2[CH:21]=[C:22]3[C:27](=[CH:28][CH:29]=2)[C:26]([Cl:30])=[N:25][N:24]=[C:23]3Cl)=[O:19])[CH2:6][CH2:5][O:4][CH2:3][CH2:2]1.[OH-].[Na+].[O:34]1CCOCC1.Cl, predict the reaction product. The product is: [N:1]1([C:7]2[CH:12]=[CH:11][C:10]([C:13]([F:16])([F:15])[F:14])=[CH:9][C:8]=2[NH:17][C:18]([C:20]2[CH:21]=[C:22]3[C:27](=[CH:28][CH:29]=2)[C:26]([Cl:30])=[N:25][NH:24][C:23]3=[O:34])=[O:19])[CH2:2][CH2:3][O:4][CH2:5][CH2:6]1. (2) The product is: [OH:2][CH2:3][C:4]1[CH:5]=[CH:6][C:7]([C:10]2[O:11][C:12]([C:15]3[CH:16]=[CH:17][CH:18]=[CH:19][CH:20]=3)=[CH:13][N:14]=2)=[CH:8][CH:9]=1. Given the reactants C[O:2][C:3](=O)[C:4]1[CH:9]=[CH:8][C:7]([C:10]2[O:11][C:12]([C:15]3[CH:20]=[CH:19][CH:18]=[CH:17][CH:16]=3)=[CH:13][N:14]=2)=[CH:6][CH:5]=1.CC(C[AlH]CC(C)C)C.C(C(C(C([O-])=O)O)O)([O-])=O.[K+].[Na+], predict the reaction product. (3) Given the reactants [NH:1]=[C:2](SC)[C:3]1[C:4]([CH3:16])=[CH:5][C:6]([CH:13]([CH3:15])[CH3:14])=[C:7]([CH:12]=1)[C:8]([O:10][CH3:11])=[O:9].[CH3:19][O:20][CH2:21][C:22]([NH:24][NH2:25])=O, predict the reaction product. The product is: [CH:13]([C:6]1[CH:5]=[C:4]([CH3:16])[C:3]([C:2]2[NH:1][C:22]([CH2:21][O:20][CH3:19])=[N:24][N:25]=2)=[CH:12][C:7]=1[C:8]([O:10][CH3:11])=[O:9])([CH3:15])[CH3:14]. (4) Given the reactants [C:1]([O:5][C@@H:6]([C:9]1[C:10]([C:24]2[CH:29]=[CH:28][C:27]([Cl:30])=[CH:26][CH:25]=2)=[C:11]2[C:16](=[CH:17][C:18]=1[CH3:19])[N:15]=[C:14]([CH2:20][N:21](C)[CH3:22])[CH:13]=[CH:12]2)[CH2:7][OH:8])([CH3:4])([CH3:3])[CH3:2].C(OC[C@@H](OC(C)(C)C)C1C(C2C=CC(Cl)=CC=2)=C2C(=CC=1C)N=C(CNC)C=C2)(=O)C(C)(C)C, predict the reaction product. The product is: [C:1]([O:5][C@@H:6]([C:9]1[C:10]([C:24]2[CH:25]=[CH:26][C:27]([Cl:30])=[CH:28][CH:29]=2)=[C:11]2[C:16](=[CH:17][C:18]=1[CH3:19])[N:15]=[C:14]([CH2:20][NH:21][CH3:22])[CH:13]=[CH:12]2)[CH2:7][OH:8])([CH3:4])([CH3:2])[CH3:3]. (5) Given the reactants [I:1][C:2]1[C:10]2[C:5](=[N:6][CH:7]=[CH:8][CH:9]=2)[NH:4][CH:3]=1.C([O-])([O-])=O.[K+].[K+].[C:17]1([S:23](Cl)(=[O:25])=[O:24])[CH:22]=[CH:21][CH:20]=[CH:19][CH:18]=1, predict the reaction product. The product is: [I:1][C:2]1[C:10]2[C:5](=[N:6][CH:7]=[CH:8][CH:9]=2)[N:4]([S:23]([C:17]2[CH:22]=[CH:21][CH:20]=[CH:19][CH:18]=2)(=[O:25])=[O:24])[CH:3]=1.